This data is from Reaction yield outcomes from USPTO patents with 853,638 reactions. The task is: Predict the reaction yield, written as a fraction of the theoretical maximum amount of product (1.0 means a 100% yield; for example, 0.34 means a 34% yield). The reactants are [C:1]([C:4]1[CH:8]=[CH:7][S:6]C=1)(=O)[CH3:2].[S:9]1[CH:13]=[CH:12][C:11]([C:14]([CH2:16][C:17]#[N:18])=[O:15])=[CH:10]1.C1(=O)CCCC1.N1CCOCC1.[S]. No catalyst specified. The product is [NH2:18][C:17]1[S:6][C:7]2[CH2:2][CH2:1][CH2:4][C:8]=2[C:16]=1[C:14]([C:11]1[CH:12]=[CH:13][S:9][CH:10]=1)=[O:15]. The yield is 0.710.